Dataset: Full USPTO retrosynthesis dataset with 1.9M reactions from patents (1976-2016). Task: Predict the reactants needed to synthesize the given product. (1) Given the product [C:21]([C:20]1[CH:23]=[N:1][N:2]2[CH:6]=[C:5]([C:7]([O:9][CH2:10][CH3:11])=[O:8])[CH:4]=[C:3]2[C:12]=1[OH:14])#[N:22], predict the reactants needed to synthesize it. The reactants are: [NH2:1][N:2]1[CH:6]=[C:5]([C:7]([O:9][CH2:10][CH3:11])=[O:8])[CH:4]=[C:3]1[C:12]([O:14]CC)=O.C(O[C:20](OCC)([CH3:23])[C:21]#[N:22])C.CC1C=CC(S(O)(=O)=O)=CC=1.C1CCN2C(=NCCC2)CC1. (2) Given the product [NH:4]1[C:5]2[C:10](=[CH:9][C:8]([C:11]3[S:15][C:14]([NH2:16])=[N:13][N:12]=3)=[CH:7][CH:6]=2)[CH:2]=[N:3]1, predict the reactants needed to synthesize it. The reactants are: C[C:2]1[C:10]2[C:5](=[CH:6][CH:7]=[C:8]([C:11]3[S:15][C:14]([NH2:16])=[N:13][N:12]=3)[CH:9]=2)[NH:4][N:3]=1.BrC1C=CC(F)=C(C=1)C=O. (3) Given the product [CH2:34]([N:22]1[CH:23]=[C:24]([C:26]2[CH:31]=[CH:30][C:29]([Cl:32])=[CH:28][C:27]=2[Cl:33])[N:25]=[C:21]1[C@@H:20]([NH:38][C:46](=[O:47])[CH2:45][CH2:44][CH2:43][CH2:42][CH:41]([CH3:49])[CH3:40])[CH2:19][C:16]1[CH:17]=[CH:18][C:13]([O:12][CH2:11][C:8]2[CH:7]=[CH:6][C:5]([C:4]([OH:3])=[O:39])=[CH:10][CH:9]=2)=[CH:14][CH:15]=1)[CH2:35][CH2:36][CH3:37], predict the reactants needed to synthesize it. The reactants are: Cl.C[O:3][C:4](=[O:39])[C:5]1[CH:10]=[CH:9][C:8]([CH2:11][O:12][C:13]2[CH:18]=[CH:17][C:16]([CH2:19][C@H:20]([NH2:38])[C:21]3[N:22]([CH2:34][CH2:35][CH2:36][CH3:37])[CH:23]=[C:24]([C:26]4[CH:31]=[CH:30][C:29]([Cl:32])=[CH:28][C:27]=4[Cl:33])[N:25]=3)=[CH:15][CH:14]=2)=[CH:7][CH:6]=1.[CH3:40][CH:41]([CH3:49])[CH2:42][CH2:43][CH2:44][CH2:45][C:46](O)=[O:47]. (4) Given the product [F:51][C:2]1[CH:11]=[CH:10][C:5]([C:6]([O:8][CH3:9])=[O:7])=[CH:4][C:3]=1[CH3:12], predict the reactants needed to synthesize it. The reactants are: Br[C:2]1[CH:11]=[CH:10][C:5]([C:6]([O:8][CH3:9])=[O:7])=[CH:4][C:3]=1[CH3:12].CC(C1C=C(C(C)C)C(C2C(P(C3CCCCC3)C3CCCCC3)=C(OC)C=CC=2OC)=C(C(C)C)C=1)C.[F:51]C1C=CC(C)=CC=1.CCCCCCCCCCCC. (5) Given the product [Br:1][C:2]1[CH:3]=[C:4]([CH:12]([CH2:16][CH:17]2[CH2:21][CH2:20][CH2:19][CH2:18]2)[C:13]([NH:61][C:62]2[NH:63][CH:64]=[CH:65][N:66]=2)=[O:15])[CH:5]=[CH:6][C:7]=1[S:8]([CH3:11])(=[O:9])=[O:10], predict the reactants needed to synthesize it. The reactants are: [Br:1][C:2]1[CH:3]=[C:4]([CH:12]([CH2:16][CH:17]2[CH2:21][CH2:20][CH2:19][CH2:18]2)[C:13]([OH:15])=O)[CH:5]=[CH:6][C:7]=1[S:8]([CH3:11])(=[O:10])=[O:9].F[P-](F)(F)(F)(F)F.N1(O[P+](N(C)C)(N(C)C)N(C)C)C2C=CC=CC=2N=N1.C(N(CC)CC)C.S(O)(O)(=O)=O.[NH2:61][C:62]1[NH:63][CH:64]=[CH:65][N:66]=1. (6) Given the product [CH3:14][S:15][C:16]1[CH:21]=[CH:20][C:19]([CH2:22][CH2:23][C:24]2[O:11][C:10]([C:8]3[CH:7]=[CH:6][C:5]4[NH:1][CH:2]=[N:3][C:4]=4[CH:9]=3)=[N:12][N:13]=2)=[CH:18][CH:17]=1, predict the reactants needed to synthesize it. The reactants are: [N:1]1[C:5]2[CH:6]=[CH:7][C:8]([C:10]([NH:12][NH2:13])=[O:11])=[CH:9][C:4]=2[NH:3][CH:2]=1.[CH3:14][S:15][C:16]1[CH:21]=[CH:20][C:19]([CH2:22][CH2:23][C:24](O)=O)=[CH:18][CH:17]=1. (7) Given the product [N:16]1([C:2]2[CH:11]=[CH:10][C:9]3[C:4](=[CH:5][CH:6]=[C:7]([C:12]([F:13])([F:14])[F:15])[CH:8]=3)[N:3]=2)[CH2:21][CH2:20][NH:19][CH2:18][CH2:17]1, predict the reactants needed to synthesize it. The reactants are: C[C:2]1[CH:11]=[CH:10][C:9]2[C:4](=[CH:5][CH:6]=[C:7]([C:12]([F:15])([F:14])[F:13])[CH:8]=2)[N:3]=1.[NH:16]1[CH2:21][CH2:20][NH:19][CH2:18][CH2:17]1.C(=O)([O-])[O-].[K+].[K+].